This data is from Reaction yield outcomes from USPTO patents with 853,638 reactions. The task is: Predict the reaction yield, written as a fraction of the theoretical maximum amount of product (1.0 means a 100% yield; for example, 0.34 means a 34% yield). The yield is 0.320. The reactants are [Si:1]([O:8][CH2:9][C:10]#[C:11][C:12](=O)[CH3:13])([C:4]([CH3:7])([CH3:6])[CH3:5])([CH3:3])[CH3:2].[C:15]([CH2:17][C:18]([NH2:20])=[O:19])#[N:16].N1(CC([O-])=O)CCCCC1. The product is [Si:1]([O:8][CH2:9][C:10]1[CH:11]=[C:12]([CH3:13])[NH:20][C:18](=[O:19])[C:17]=1[C:15]#[N:16])([C:4]([CH3:5])([CH3:6])[CH3:7])([CH3:3])[CH3:2]. The catalyst is C(O)C.O.